Dataset: Forward reaction prediction with 1.9M reactions from USPTO patents (1976-2016). Task: Predict the product of the given reaction. (1) The product is: [ClH:68].[C:15]1([C:29]2[CH:30]=[CH:31][CH:32]=[CH:33][CH:34]=2)[CH:16]=[CH:17][C:18]([O:21][C:22]2[CH:27]=[CH:26][C:25]([O:14][CH:11]3[CH2:10][CH2:9][NH:8][CH2:13][CH2:12]3)=[CH:24][CH:23]=2)=[CH:19][CH:20]=1. Given the reactants C(OC([N:8]1[CH2:13][CH2:12][CH:11]([OH:14])[CH2:10][CH2:9]1)=O)(C)(C)C.[C:15]1([C:29]2[CH:34]=[CH:33][CH:32]=[CH:31][CH:30]=2)[CH:20]=[CH:19][C:18]([O:21][C:22]2[CH:27]=[CH:26][C:25](O)=[CH:24][CH:23]=2)=[CH:17][CH:16]=1.C1(P(C2C=CC=CC=2)C2C=CC=CC=2)C=CC=CC=1.N(C(OC(C)C)=O)=NC(OC(C)C)=O.[ClH:68], predict the reaction product. (2) Given the reactants [C:1]1([CH2:7][N:8]2[CH2:13][CH2:12][N:11]([C:14](OC(C)(C)C)=[O:15])[CH2:10][CH2:9]2)[CH:6]=[CH:5][CH:4]=[CH:3][CH:2]=1.CN(C)CCN(C)C.C([Li])(CC)C.C1CCCCC1.[C:40]([C:48]1[CH:53]=[CH:52][CH:51]=[CH:50][CH:49]=1)(=[O:47])[C:41]1[CH:46]=[CH:45][CH:44]=[CH:43][CH:42]=1.[Cl-].[NH4+], predict the reaction product. The product is: [C:41]1([C:40]2([C:48]3[CH:53]=[CH:52][CH:51]=[CH:50][CH:49]=3)[CH:10]3[CH2:9][N:8]([CH2:7][C:1]4[CH:2]=[CH:3][CH:4]=[CH:5][CH:6]=4)[CH2:13][CH2:12][N:11]3[C:14](=[O:15])[O:47]2)[CH:46]=[CH:45][CH:44]=[CH:43][CH:42]=1. (3) Given the reactants C(NC(C)C)(C)C.C([Li])CCC.[F:13][C:14]1[CH:15]=[C:16]([Br:21])[CH:17]=[C:18]([F:20])[CH:19]=1.[Cl-].[NH4+].CN([CH:27]=[O:28])C, predict the reaction product. The product is: [Br:21][C:16]1[CH:15]=[C:14]([F:13])[C:19]([CH:27]=[O:28])=[C:18]([F:20])[CH:17]=1.